Predict the product of the given reaction. From a dataset of Forward reaction prediction with 1.9M reactions from USPTO patents (1976-2016). Given the reactants [NH2:1][C:2]1[CH:10]=[CH:9][CH:8]=[C:7]([CH3:11])[C:3]=1[C:4]([OH:6])=[O:5].C(N(CC)CC)C.[C:19](OC(OCCCC)=O)(OCCCC)=[O:20].C(O)(=O)[CH2:35][C:36]([CH2:41]C(O)=O)([C:38](O)=O)[OH:37], predict the reaction product. The product is: [CH3:41][C:36]([CH3:35])([O:37][C:19]([NH:1][C:2]1[CH:10]=[CH:9][CH:8]=[C:7]([CH3:11])[C:3]=1[C:4]([OH:6])=[O:5])=[O:20])[CH3:38].